Dataset: Forward reaction prediction with 1.9M reactions from USPTO patents (1976-2016). Task: Predict the product of the given reaction. (1) Given the reactants [CH2:1]([O:3][P:4]([C:9]([C:12]1[CH:17]=[CH:16][C:15]([CH2:18][NH:19][S:20]([C:23]2[CH:28]=[CH:27][CH:26]=[CH:25][CH:24]=2)(=[O:22])=[O:21])=[CH:14][CH:13]=1)([F:11])[F:10])(=[O:8])[O:5][CH2:6][CH3:7])[CH3:2].[H-].[Na+].[CH2:31]([O:33][P:34]([C:39]([C:42]1[CH:47]=[CH:46][C:45]([CH2:48]Br)=[CH:44][C:43]=1[Br:50])([F:41])[F:40])(=[O:38])[O:35][CH2:36][CH3:37])[CH3:32], predict the reaction product. The product is: [CH2:31]([O:33][P:34]([C:39]([C:42]1[CH:47]=[CH:46][C:45]([CH2:48][N:19]([S:20]([C:23]2[CH:24]=[CH:25][CH:26]=[CH:27][CH:28]=2)(=[O:22])=[O:21])[CH2:18][C:15]2[CH:16]=[CH:17][C:12]([C:9]([P:4]([O:5][CH2:6][CH3:7])([O:3][CH2:1][CH3:2])=[O:8])([F:10])[F:11])=[CH:13][CH:14]=2)=[CH:44][C:43]=1[Br:50])([F:41])[F:40])(=[O:38])[O:35][CH2:36][CH3:37])[CH3:32]. (2) Given the reactants [CH2:1]([C:3]1[N:7]([C:8]2[N:16]=[C:15]3[C:11]([N:12]=[C:13]([CH:18]=O)[N:14]3[CH3:17])=[C:10]([N:20]3[CH2:25][CH2:24][O:23][CH2:22][CH2:21]3)[N:9]=2)[C:6]2[CH:26]=[CH:27][CH:28]=[CH:29][C:5]=2[N:4]=1)[CH3:2].[O:30]1[CH2:35][CH2:34][CH:33]([CH:36]2[CH2:39][NH:38][CH2:37]2)[CH2:32][CH2:31]1.COC(OC)OC.C(O)(=O)C.C(O[BH-](OC(=O)C)OC(=O)C)(=O)C.[Na+], predict the reaction product. The product is: [CH2:1]([C:3]1[N:7]([C:8]2[N:16]=[C:15]3[C:11]([N:12]=[C:13]([CH2:18][N:38]4[CH2:39][CH:36]([CH:33]5[CH2:34][CH2:35][O:30][CH2:31][CH2:32]5)[CH2:37]4)[N:14]3[CH3:17])=[C:10]([N:20]3[CH2:25][CH2:24][O:23][CH2:22][CH2:21]3)[N:9]=2)[C:6]2[CH:26]=[CH:27][CH:28]=[CH:29][C:5]=2[N:4]=1)[CH3:2]. (3) Given the reactants [Cl:1][C:2]1[C:3](Cl)=[C:4]2[N:10]=[C:9]([C:11]3[CH:16]=[CH:15][C:14]([O:17][CH2:18][CH2:19][N:20]4[CH2:25][CH2:24][O:23][CH2:22][CH2:21]4)=[CH:13][CH:12]=3)[NH:8][C:5]2=[N:6][CH:7]=1.[CH3:27][O:28][C:29]1[C:30]([NH2:35])=[CH:31][CH:32]=[CH:33][CH:34]=1, predict the reaction product. The product is: [Cl:1][C:2]1[C:3]([NH:35][C:30]2[CH:31]=[CH:32][CH:33]=[CH:34][C:29]=2[O:28][CH3:27])=[C:4]2[NH:10][C:9]([C:11]3[CH:12]=[CH:13][C:14]([O:17][CH2:18][CH2:19][N:20]4[CH2:25][CH2:24][O:23][CH2:22][CH2:21]4)=[CH:15][CH:16]=3)=[N:8][C:5]2=[N:6][CH:7]=1. (4) The product is: [CH3:24][CH:19]([C:12]1[CH:13]=[C:14]2[C:9](=[CH:10][CH:11]=1)[CH:8]=[C:7]([OH:6])[C:16]([S:17][CH3:18])=[CH:15]2)[CH2:20][CH2:21][CH3:22]. Given the reactants B(Br)(Br)Br.C[O:6][C:7]1[C:16]([S:17][CH3:18])=[CH:15][C:14]2[C:9](=[CH:10][CH:11]=[C:12]([CH:19]([CH3:24])[CH2:20][CH2:21][CH2:22]C)[CH:13]=2)[CH:8]=1, predict the reaction product.